The task is: Predict the reaction yield, written as a fraction of the theoretical maximum amount of product (1.0 means a 100% yield; for example, 0.34 means a 34% yield).. This data is from Reaction yield outcomes from USPTO patents with 853,638 reactions. (1) The reactants are FC(F)(F)C(O)=O.[O:8]=[C:9]1[N:13](C(OC(C)(C)C)=O)[CH:12]([CH2:21][CH2:22][C:23]([F:26])([F:25])[F:24])[CH2:11][N:10]1C(OC(C)(C)C)=O. The catalyst is ClCCl. The product is [F:26][C:23]([F:24])([F:25])[CH2:22][CH2:21][CH:12]1[CH2:11][NH:10][C:9](=[O:8])[NH:13]1. The yield is 1.00. (2) The reactants are [CH3:1][C:2]1[C:6]([C:7]2[CH:8]=[C:9]([CH:11]=[CH:12][C:13]=2[O:14][CH3:15])[NH2:10])=[C:5]([CH3:16])[O:4][N:3]=1.[O-]S([O-])(=O)=O.[Mg+2].[CH2:23]=O.[Cl:25][C:26]1[CH:31]=[CH:30][C:29]([C@H:32]([N:34]2[CH:38]=[CH:37][O:36][C:35]2=[O:39])[CH3:33])=[CH:28][CH:27]=1. The catalyst is CC#N.C(S([O-])(=O)=O)(F)(F)F.C(S([O-])(=O)=O)(F)(F)F.C(S([O-])(=O)=O)(F)(F)F.[Sc+3]. The product is [Cl:25][C:26]1[CH:31]=[CH:30][C:29]([C@H:32]([N:34]2[CH:38]3[CH:37]([CH2:23][NH:10][C:9]4[CH:8]=[C:7]([C:6]5[C:2]([CH3:1])=[N:3][O:4][C:5]=5[CH3:16])[C:13]([O:14][CH3:15])=[CH:12][C:11]=43)[O:36][C:35]2=[O:39])[CH3:33])=[CH:28][CH:27]=1. The yield is 1.00. (3) The reactants are BrC1C=C2C(=CC=1)N=CN=[C:5]2[C:12]1[CH:13]=[C:14]([C:18]([N:20]2[CH2:25][CH2:24][N:23]([CH3:26])[CH2:22][CH2:21]2)=[O:19])[CH:15]=[CH:16][CH:17]=1.[CH3:27][O:28][C:29]1[N:34]=[CH:33][C:32](B(O)O)=[CH:31][N:30]=1.CO[CH2:40][CH2:41]OC.C([O-])([O-])=O.[Na+].[Na+]. The catalyst is C(Cl)Cl.C1C=CC([P]([Pd]([P](C2C=CC=CC=2)(C2C=CC=CC=2)C2C=CC=CC=2)([P](C2C=CC=CC=2)(C2C=CC=CC=2)C2C=CC=CC=2)[P](C2C=CC=CC=2)(C2C=CC=CC=2)C2C=CC=CC=2)(C2C=CC=CC=2)C2C=CC=CC=2)=CC=1. The product is [CH3:27][O:28][C:29]1[N:34]=[CH:33][C:32]([C:41]2[CH:40]=[C:5]3[C:12]([CH:17]=[CH:16][CH:15]=[C:5]3[C:12]3[CH:13]=[C:14]([C:18]([N:20]4[CH2:21][CH2:22][N:23]([CH3:26])[CH2:24][CH2:25]4)=[O:19])[CH:15]=[CH:16][CH:17]=3)=[CH:13][CH:14]=2)=[CH:31][N:30]=1. The yield is 0.710. (4) The catalyst is CN(C=O)C. The yield is 0.660. The product is [Cl:1][C:2]1[CH:3]=[C:4]([CH:13]=[C:14]([Cl:16])[CH:15]=1)[CH2:5][N:6]1[CH:10]=[CH:9][N:8]=[C:7]1[CH2:11][O:12][C:22]1[CH:23]=[CH:24][CH:25]=[C:20]([F:19])[N:21]=1. The reactants are [Cl:1][C:2]1[CH:3]=[C:4]([CH:13]=[C:14]([Cl:16])[CH:15]=1)[CH2:5][N:6]1[CH:10]=[CH:9][N:8]=[C:7]1[CH2:11][OH:12].[H-].[Na+].[F:19][C:20]1[CH:25]=[CH:24][CH:23]=[C:22](F)[N:21]=1.C(Cl)Cl.CO. (5) The reactants are [NH:1]1[C:9]2[C:4](=[CH:5][CH:6]=[CH:7][C:8]=2[CH:10]=[CH:11][C:12]([O:14]C)=[O:13])[CH:3]=[CH:2]1.[Li+].[OH-].Cl. The catalyst is C1COCC1. The product is [NH:1]1[C:9]2[C:4](=[CH:5][CH:6]=[CH:7][C:8]=2[CH:10]=[CH:11][C:12]([OH:14])=[O:13])[CH:3]=[CH:2]1. The yield is 0.870. (6) The yield is 0.990. The catalyst is CO. The product is [CH3:1][C:2]1[CH:3]=[N:4][C:5]([C:12]2[N:13]=[CH:14][CH:15]=[CH:16][N:17]=2)=[C:6]([CH:11]=1)[C:7]([OH:9])=[O:8]. The reactants are [CH3:1][C:2]1[CH:3]=[N:4][C:5]([C:12]2[N:17]=[CH:16][CH:15]=[CH:14][N:13]=2)=[C:6]([CH:11]=1)[C:7]([O:9]C)=[O:8].[OH-].[Na+]. (7) The reactants are Cl[C:2]1[C:11]2[C:6](=[CH:7][CH:8]=[CH:9][CH:10]=2)[C:5]([O:12][CH3:13])=[CH:4][N:3]=1.[F-:14].[Cs+]. The catalyst is CS(C)=O.O. The product is [F:14][C:2]1[C:11]2[C:6](=[CH:7][CH:8]=[CH:9][CH:10]=2)[C:5]([O:12][CH3:13])=[CH:4][N:3]=1. The yield is 0.620. (8) The yield is 0.850. The reactants are CN(C)[CH:3]=[O:4].[CH3:6][C:7]1([CH3:14])[CH2:12][CH2:11][CH2:10][CH2:9][C:8]1=O.P(Cl)(Cl)([Cl:17])=O. No catalyst specified. The product is [Cl:17][C:8]1[C:7]([CH3:14])([CH3:6])[CH2:12][CH2:11][CH2:10][C:9]=1[CH:3]=[O:4]. (9) The reactants are [F:1][C:2]1[CH:3]=[C:4]2[C:8](=[CH:9][CH:10]=1)[CH:7](O)[CH2:6][CH2:5]2.S(Cl)([Cl:14])=O. The catalyst is C1(C)C=CC=CC=1.C(OCC)(=O)C. The product is [Cl:14][CH:7]1[C:8]2[C:4](=[CH:3][C:2]([F:1])=[CH:10][CH:9]=2)[CH2:5][CH2:6]1. The yield is 0.840. (10) The reactants are [CH3:1][C:2]1[CH:3]=[C:4]([CH:26]=[C:27]([CH3:38])[C:28]=1[N:29]1[CH:33]=[C:32]([C:34]([F:37])([F:36])[F:35])[CH:31]=[N:30]1)[O:5][CH:6]([C:10]1[CH:25]=[CH:24][C:13]([C:14]([NH:16][CH2:17][CH2:18][C:19]([O:21]CC)=[O:20])=[O:15])=[CH:12][CH:11]=1)[CH2:7][CH2:8][CH3:9].O.O1CCCC1.O.[OH-].[Li+]. The catalyst is CO. The product is [CH3:1][C:2]1[CH:3]=[C:4]([CH:26]=[C:27]([CH3:38])[C:28]=1[N:29]1[CH:33]=[C:32]([C:34]([F:36])([F:35])[F:37])[CH:31]=[N:30]1)[O:5][CH:6]([C:10]1[CH:11]=[CH:12][C:13]([C:14]([NH:16][CH2:17][CH2:18][C:19]([OH:21])=[O:20])=[O:15])=[CH:24][CH:25]=1)[CH2:7][CH2:8][CH3:9]. The yield is 0.810.